This data is from Full USPTO retrosynthesis dataset with 1.9M reactions from patents (1976-2016). The task is: Predict the reactants needed to synthesize the given product. (1) Given the product [CH:1]1([CH2:6][C@H:7]([C:21]2[CH:22]=[CH:23][C:24]([S:27]([CH3:30])(=[O:28])=[O:29])=[CH:25][CH:26]=2)[C:8]([NH:10][C:11]2[S:12][C:13]([S:16][CH2:17][C:18](=[O:19])[N:31]3[CH2:36][CH2:35][CH2:34][CH2:33][CH2:32]3)=[CH:14][N:15]=2)=[O:9])[CH2:2][CH2:3][CH2:4][CH2:5]1, predict the reactants needed to synthesize it. The reactants are: [CH:1]1([CH2:6][C@H:7]([C:21]2[CH:26]=[CH:25][C:24]([S:27]([CH3:30])(=[O:29])=[O:28])=[CH:23][CH:22]=2)[C:8]([NH:10][C:11]2[S:12][C:13]([S:16][CH2:17][C:18](O)=[O:19])=[CH:14][N:15]=2)=[O:9])[CH2:5][CH2:4][CH2:3][CH2:2]1.[NH:31]1[CH2:36][CH2:35][CH2:34][CH2:33][CH2:32]1. (2) Given the product [F:12][C:13]([F:22])([F:23])[CH:14]([NH:6][C@H:5]([C:4]([O:3][CH3:2])=[O:11])[CH2:7][CH:8]([CH3:10])[CH3:9])[C:16]1[CH:21]=[CH:20][CH:19]=[CH:18][CH:17]=1, predict the reactants needed to synthesize it. The reactants are: Cl.[CH3:2][O:3][C:4](=[O:11])[C@H:5]([CH2:7][CH:8]([CH3:10])[CH3:9])[NH2:6].[F:12][C:13]([F:23])([F:22])[C:14]([C:16]1[CH:21]=[CH:20][CH:19]=[CH:18][CH:17]=1)=O.C(N(C(C)C)CC)(C)C.[BH3-]C#N.[Na+].[OH-].[Na+].